Dataset: Forward reaction prediction with 1.9M reactions from USPTO patents (1976-2016). Task: Predict the product of the given reaction. (1) The product is: [Cl:3][C:4]1[C:5]([C:33]2[N:37]3[CH:38]=[CH:39][CH:40]=[C:41]([F:42])[C:36]3=[N:35][CH:34]=2)=[N:6][C:7]([NH:10][C:11]2[CH:16]=[CH:15][C:14]([N:17]3[CH2:22][CH2:21][CH:20]([C:23]([OH:25])=[O:24])[CH2:19][CH2:18]3)=[CH:13][C:12]=2[O:31][CH3:32])=[N:8][CH:9]=1. Given the reactants [OH-].[Na+].[Cl:3][C:4]1[C:5]([C:33]2[N:37]3[CH:38]=[CH:39][CH:40]=[C:41]([F:42])[C:36]3=[N:35][CH:34]=2)=[N:6][C:7]([NH:10][C:11]2[CH:16]=[CH:15][C:14]([N:17]3[CH2:22][CH2:21][CH:20]([C:23]([O:25]C(CCC)C)=[O:24])[CH2:19][CH2:18]3)=[CH:13][C:12]=2[O:31][CH3:32])=[N:8][CH:9]=1, predict the reaction product. (2) Given the reactants [CH2:1]([C@H:8]1[CH2:13][NH:12][CH2:11][CH2:10][N:9]1[C:14]1[CH:19]=[CH:18][C:17]([C:20]([OH:26])([CH3:25])[C:21]([F:24])([F:23])[F:22])=[CH:16][CH:15]=1)[C:2]1[CH:7]=[CH:6][CH:5]=[CH:4][CH:3]=1.C(N(CC)CC)C.[Br:34][C:35]1[S:39][C:38]([S:40](Cl)(=[O:42])=[O:41])=[CH:37][CH:36]=1, predict the reaction product. The product is: [CH2:1]([C@H:8]1[CH2:13][N:12]([S:40]([C:38]2[S:39][C:35]([Br:34])=[CH:36][CH:37]=2)(=[O:42])=[O:41])[CH2:11][CH2:10][N:9]1[C:14]1[CH:19]=[CH:18][C:17]([C:20]([OH:26])([CH3:25])[C:21]([F:24])([F:23])[F:22])=[CH:16][CH:15]=1)[C:2]1[CH:7]=[CH:6][CH:5]=[CH:4][CH:3]=1. (3) Given the reactants Cl[C:2]1[C:11]([N:12]2[CH2:16][CH2:15][CH2:14][C@@H:13]2[CH3:17])=[N:10][C:9]2[C:4](=[CH:5][CH:6]=[C:7]([C:18]([O:20][CH3:21])=[O:19])[CH:8]=2)[N:3]=1.[S:22]1[C:26]2[CH:27]=[CH:28][CH:29]=[CH:30][C:25]=2[N:24]=[CH:23]1.C([O-])(=O)C.[K+], predict the reaction product. The product is: [S:22]1[C:26]2[CH:27]=[CH:28][CH:29]=[CH:30][C:25]=2[N:24]=[C:23]1[C:2]1[C:11]([N:12]2[CH2:16][CH2:15][CH2:14][C@@H:13]2[CH3:17])=[N:10][C:9]2[C:4](=[CH:5][CH:6]=[C:7]([C:18]([O:20][CH3:21])=[O:19])[CH:8]=2)[N:3]=1. (4) Given the reactants [C:1]([O:5][C:6]([N:8]([CH3:49])[CH:9]1[CH2:14][CH2:13][CH:12]([N:15]([CH2:30][C:31]2[CH:32]=[C:33]([C:39]3[CH:44]=[CH:43][N:42]=[C:41]([C:45]([O:47]C)=O)[CH:40]=3)[CH:34]=[CH:35][C:36]=2[O:37][CH3:38])[C:16]([C:18]2[S:22][C:21]3[C:23]([F:28])=[CH:24][CH:25]=[C:26]([F:27])[C:20]=3[C:19]=2[Cl:29])=[O:17])[CH2:11][CH2:10]1)=[O:7])([CH3:4])([CH3:3])[CH3:2].[CH3:50][NH2:51], predict the reaction product. The product is: [C:1]([O:5][C:6](=[O:7])[N:8]([CH:9]1[CH2:14][CH2:13][CH:12]([N:15]([C:16]([C:18]2[S:22][C:21]3[C:23]([F:28])=[CH:24][CH:25]=[C:26]([F:27])[C:20]=3[C:19]=2[Cl:29])=[O:17])[CH2:30][C:31]2[CH:32]=[C:33]([C:39]3[CH:44]=[CH:43][N:42]=[C:41]([C:45](=[O:47])[NH:51][CH3:50])[CH:40]=3)[CH:34]=[CH:35][C:36]=2[O:37][CH3:38])[CH2:11][CH2:10]1)[CH3:49])([CH3:3])([CH3:4])[CH3:2].